The task is: Binary Classification. Given a drug SMILES string, predict its activity (active/inactive) in a high-throughput screening assay against a specified biological target.. This data is from HIV replication inhibition screening data with 41,000+ compounds from the AIDS Antiviral Screen. The drug is Oc1cc(Br)cc2cccnc12. The result is 0 (inactive).